This data is from Full USPTO retrosynthesis dataset with 1.9M reactions from patents (1976-2016). The task is: Predict the reactants needed to synthesize the given product. (1) The reactants are: [Cl:1][C:2]1[CH:7]=[CH:6][C:5]([C:8]2[NH:13][C:12](=[O:14])[C:11]([C:15]([O:17][CH2:18][CH3:19])=[O:16])=[C:10]([OH:20])[C:9]=2[CH2:21][CH3:22])=[CH:4][CH:3]=1.[CH:36]1[CH:41]=[CH:40][C:39](P([C:36]2[CH:41]=[CH:40][CH:39]=[CH:38][CH:37]=2)[C:36]2[CH:41]=[CH:40][CH:39]=[CH:38][CH:37]=2)=[CH:38][CH:37]=1.[CH2:42](O)[C:43]1[CH:48]=[CH:47][CH:46]=[CH:45][CH:44]=1.[CH3:50]C(OC(/N=N/C(OC(C)C)=O)=O)C. Given the product [CH2:42]([O:14][C:12]1[N:13]=[C:8]([C:5]2[CH:4]=[CH:3][C:2]([Cl:1])=[CH:7][CH:6]=2)[C:9]([CH2:21][CH3:22])=[C:10]([O:20][CH2:50][C:36]2[CH:37]=[CH:38][CH:39]=[CH:40][CH:41]=2)[C:11]=1[C:15]([O:17][CH2:18][CH3:19])=[O:16])[C:43]1[CH:48]=[CH:47][CH:46]=[CH:45][CH:44]=1, predict the reactants needed to synthesize it. (2) Given the product [ClH:29].[NH2:7][CH2:8][CH2:9][O:10][C:11]1[C:12]([Cl:30])=[CH:13][C:14]2[C:18]([C:19]([NH2:20])=[O:21])=[C:17]([NH:22][C:23]([CH:25]3[CH2:26][CH2:27]3)=[O:24])[S:16][C:15]=2[C:28]=1[Cl:29], predict the reactants needed to synthesize it. The reactants are: C(OC(=O)[NH:7][CH2:8][CH2:9][O:10][C:11]1[C:12]([Cl:30])=[CH:13][C:14]2[C:18]([C:19](=[O:21])[NH2:20])=[C:17]([NH:22][C:23]([CH:25]3[CH2:27][CH2:26]3)=[O:24])[S:16][C:15]=2[C:28]=1[Cl:29])(C)(C)C.C(OCC)(=O)C.Cl. (3) The reactants are: COC(=O)[C:4]1[CH:9]=[C:8]([OH:10])[CH:7]=[C:6](F)[CH:5]=1.Br[C:14]1[CH:18]=[CH:17][O:16][N:15]=1.[NH2:19][NH2:20].C([C:23](CC)(CC)[C:24]([O-:27])([O-])[O-])C. Given the product [O:10]([C:14]1[CH2:18][CH2:17][O:16][N:15]=1)[C:8]1[CH:9]=[CH:4][CH:5]=[CH:6][CH:7]=1.[O:27]1[CH:24]=[CH:23][N:20]=[N:19]1, predict the reactants needed to synthesize it. (4) Given the product [C:1]([C:4]1[C:12]2[C:7](=[CH:8][CH:9]=[C:10]([O:13][CH2:14][C:15]3[N:16]=[C:17]([CH3:26])[CH:18]=[CH:19][N:20]=3)[CH:11]=2)[N:6]([CH2:21][C:22]([OH:24])=[O:23])[N:5]=1)(=[O:3])[CH3:2], predict the reactants needed to synthesize it. The reactants are: [C:1]([C:4]1[C:12]2[C:7](=[CH:8][CH:9]=[C:10]([O:13][CH2:14][C:15]3[N:20]=[CH:19][CH:18]=[CH:17][N:16]=3)[CH:11]=2)[N:6]([CH2:21][C:22]([OH:24])=[O:23])[N:5]=1)(=[O:3])[CH3:2].Cl[CH2:26]C1N=C(C)C=CN=1.ClCC1N=CC=CN=1. (5) Given the product [CH2:1]([O:8][C@H:9]1[C@H:14]([O:15][CH2:16][C:17]2[CH:18]=[CH:19][CH:20]=[CH:21][CH:22]=2)[C@@H:13]([O:23][CH2:24][C:25]2[CH:30]=[CH:29][CH:28]=[CH:27][CH:26]=2)[C@@:12]([C:33]2[CH:38]=[CH:37][C:36]([Cl:39])=[C:35]([CH2:40][C:41]3[CH:46]=[CH:45][C:44]([O:47][CH2:48][CH2:49][O:50][CH:51]4[CH2:52][CH2:53]4)=[CH:43][CH:42]=3)[CH:34]=2)([O:31][CH3:32])[O:11][C:10]1([CH2:56][OH:57])[CH2:54][OH:55])[C:2]1[CH:7]=[CH:6][CH:5]=[CH:4][CH:3]=1, predict the reactants needed to synthesize it. The reactants are: [CH2:1]([O:8][C@H:9]1[C@H:14]([O:15][CH2:16][C:17]2[CH:22]=[CH:21][CH:20]=[CH:19][CH:18]=2)[C@@H:13]([O:23][CH2:24][C:25]2[CH:30]=[CH:29][CH:28]=[CH:27][CH:26]=2)[C@@:12]([C:33]2[CH:38]=[CH:37][C:36]([Cl:39])=[C:35]([CH2:40][C:41]3[CH:46]=[CH:45][C:44]([O:47][CH2:48][CH2:49][O:50][CH:51]4[CH2:53][CH2:52]4)=[CH:43][CH:42]=3)[CH:34]=2)([O:31][CH3:32])[O:11][C@@H:10]1[CH:54]=[O:55])[C:2]1[CH:7]=[CH:6][CH:5]=[CH:4][CH:3]=1.[CH2:56]=[O:57].[OH-].[Na+].[BH4-].[Na+]. (6) Given the product [N+:22]([C:19]1[CH:20]=[CH:21][C:16]([N:1]2[CH2:2][CH2:3][CH:4]([NH:7][C:8](=[O:14])[O:9][C:10]([CH3:11])([CH3:13])[CH3:12])[CH2:5][CH2:6]2)=[CH:17][CH:18]=1)([O-:24])=[O:23], predict the reactants needed to synthesize it. The reactants are: [NH:1]1[CH2:6][CH2:5][CH:4]([NH:7][C:8](=[O:14])[O:9][C:10]([CH3:13])([CH3:12])[CH3:11])[CH2:3][CH2:2]1.F[C:16]1[CH:21]=[CH:20][C:19]([N+:22]([O-:24])=[O:23])=[CH:18][CH:17]=1.C(#N)C.C(N(C(C)C)CC)(C)C. (7) Given the product [OH:14][CH:13]([P:6](=[O:5])([OH:7])[OH:12])[C:15]1[CH:16]=[N:17][C:18]([CH3:30])=[C:19]([OH:22])[C:20]=1[CH3:21], predict the reactants needed to synthesize it. The reactants are: C([O:5][P:6]([CH:13]([C:15]1[CH:16]=[N:17][C:18]([CH3:30])=[C:19]([O:22]CC2C=CC=CC=2)[C:20]=1[CH3:21])[OH:14])(=[O:12])[O:7]C(C)(C)C)(C)(C)C.